Task: Predict the reaction yield, written as a fraction of the theoretical maximum amount of product (1.0 means a 100% yield; for example, 0.34 means a 34% yield).. Dataset: Reaction yield outcomes from USPTO patents with 853,638 reactions The reactants are Cl.[CH3:2][C:3]1([CH3:16])[CH2:8][C:7]([CH3:10])([CH3:9])[CH2:6][C:5]([CH2:13][CH2:14]N)(C=C)[CH2:4]1.[C:17]1(CC[Mg]Br)[CH:22]=[CH:21][CH:20]=[CH:19][CH:18]=1.[NH4+].[Cl-].C([O:31]CC)C. No catalyst specified. The product is [CH3:16][C:3]1([CH3:2])[CH2:8][C:7]([CH3:9])([CH3:10])[CH2:6][C:5]([CH2:13][CH2:14][C:17]2[CH:22]=[CH:21][CH:20]=[CH:19][CH:18]=2)([OH:31])[CH2:4]1. The yield is 0.820.